Predict the reactants needed to synthesize the given product. From a dataset of Full USPTO retrosynthesis dataset with 1.9M reactions from patents (1976-2016). (1) Given the product [Br:12][C:13]1[CH:17]=[CH:16][S:15][C:14]=1[CH2:18][NH:11][C:1]12[CH2:8][CH:7]3[CH2:6][CH:5]([CH2:4][CH:3]([CH2:9]3)[CH2:2]1)[CH2:10]2, predict the reactants needed to synthesize it. The reactants are: [C:1]12([NH2:11])[CH2:10][CH:5]3[CH2:6][CH:7]([CH2:9][CH:3]([CH2:4]3)[CH2:2]1)[CH2:8]2.[Br:12][C:13]1[CH:17]=[CH:16][S:15][C:14]=1[CH:18]=O. (2) The reactants are: [NH2:1][C:2]1[C:7]([C:8]([C:10]2[CH:11]=[N:12][C:13]([NH:16][CH2:17][CH2:18][O:19][CH3:20])=[CH:14][CH:15]=2)=[O:9])=[CH:6][C:5](Br)=[CH:4][N:3]=1.[CH3:22][O:23][C:24]1[CH:25]=[C:26](B(O)O)[CH:27]=[CH:28][C:29]=1[O:30][CH3:31].C(#N)C.C(=O)([O-])[O-].[Na+].[Na+]. Given the product [NH2:1][C:2]1[C:7]([C:8]([C:10]2[CH:11]=[N:12][C:13]([NH:16][CH2:17][CH2:18][O:19][CH3:20])=[CH:14][CH:15]=2)=[O:9])=[CH:6][C:5]([C:27]2[CH:26]=[CH:25][C:24]([O:23][CH3:22])=[C:29]([O:30][CH3:31])[CH:28]=2)=[CH:4][N:3]=1, predict the reactants needed to synthesize it. (3) Given the product [CH3:42][O:41][C:39](=[O:40])[CH2:38][C:22]1([NH:21][C:19]([C:15]2[N:11]3[CH:12]=[CH:13][CH:14]=[C:9]([O:8][CH2:7][CH:1]4[CH2:2][CH2:3][CH2:4][CH2:5][CH2:6]4)[C:10]3=[N:17][C:16]=2[CH3:18])=[O:20])[CH2:23][CH2:24][NH:25][CH2:26][CH2:27]1, predict the reactants needed to synthesize it. The reactants are: [CH:1]1([CH2:7][O:8][C:9]2[C:10]3[N:11]([C:15]([C:19]([NH:21][C:22]4([CH2:38][C:39]([O:41][CH3:42])=[O:40])[CH2:27][CH2:26][N:25](C(OCC5C=CC=CC=5)=O)[CH2:24][CH2:23]4)=[O:20])=[C:16]([CH3:18])[N:17]=3)[CH:12]=[CH:13][CH:14]=2)[CH2:6][CH2:5][CH2:4][CH2:3][CH2:2]1. (4) Given the product [CH2:40]([O:39][CH2:38][C@H:20]([NH:19][C:14](=[O:16])[CH2:13][N:9]1[CH2:10][CH2:11][CH2:12][CH:7]([C:5]([N:4]([CH2:2][CH3:3])[CH2:17][CH3:18])=[O:6])[CH2:8]1)[C:21]([NH:23][C:24]1[CH:29]=[CH:28][C:27]([O:30][C:31]2[CH:36]=[CH:35][C:34]([F:37])=[CH:33][CH:32]=2)=[CH:26][CH:25]=1)=[O:22])[C:41]1[CH:46]=[CH:45][CH:44]=[CH:43][CH:42]=1, predict the reactants needed to synthesize it. The reactants are: Cl.[CH2:2]([N:4]([CH2:17][CH3:18])[C:5]([CH:7]1[CH2:12][CH2:11][CH2:10][N:9]([CH2:13][C:14]([OH:16])=O)[CH2:8]1)=[O:6])[CH3:3].[NH2:19][C@@H:20]([CH2:38][O:39][CH2:40][C:41]1[CH:46]=[CH:45][CH:44]=[CH:43][CH:42]=1)[C:21]([NH:23][C:24]1[CH:29]=[CH:28][C:27]([O:30][C:31]2[CH:36]=[CH:35][C:34]([F:37])=[CH:33][CH:32]=2)=[CH:26][CH:25]=1)=[O:22]. (5) Given the product [C:1]([O:5][C:6]([N:8]1[CH:16]2[CH2:17][O:18][CH2:19][CH:9]1[C:10]1[CH:11]=[N:12][O:13][C:14]=1[CH:15]2[F:27])=[O:7])([CH3:4])([CH3:3])[CH3:2], predict the reactants needed to synthesize it. The reactants are: [C:1]([O:5][C:6]([N:8]1[CH:16]2[CH2:17][O:18][CH2:19][CH:9]1[C:10]1[CH:11]=[N:12][O:13][C:14]=1[CH:15]2O)=[O:7])([CH3:4])([CH3:3])[CH3:2].CCN(S(F)(F)[F:27])CC. (6) Given the product [CH2:17]([O:18][C:10]([C:7]1[NH:6][C:5]([C:3]([OH:2])=[O:4])=[CH:9][CH:8]=1)=[O:15])[CH3:16], predict the reactants needed to synthesize it. The reactants are: C[O:2][C:3]([C:5]1[NH:6][C:7]([C:10](F)(F)F)=[CH:8][CH:9]=1)=[O:4].[Li+].[OH-:15].[CH3:16][CH2:17][OH:18].O. (7) Given the product [F:11][C@@H:12]1[CH2:16][CH2:15][N:14]([C:2]2[N:6]([CH3:7])[N:5]=[CH:4][C:3]=2[N+:8]([O-:10])=[O:9])[CH2:13]1, predict the reactants needed to synthesize it. The reactants are: Cl[C:2]1[N:6]([CH3:7])[N:5]=[CH:4][C:3]=1[N+:8]([O-:10])=[O:9].[F:11][C@@H:12]1[CH2:16][CH2:15][NH:14][CH2:13]1. (8) Given the product [C:1]1(=[O:13])[CH2:12][CH2:11][CH2:10][CH2:9][CH2:8][CH2:7][CH2:6][CH2:5][CH2:4][CH2:3][CH2:2]1, predict the reactants needed to synthesize it. The reactants are: [CH2:1]1[CH2:12][CH2:11][CH2:10][CH2:9][CH2:8][CH2:7][CH2:6][CH2:5][CH2:4][CH2:3][CH2:2]1.[OH:13]N1C(=O)C2=CC=CC=C2C1=O.N(OC(C)(C)C)=O.C1(=NO)CCCCCCCCCCC1.N(C1CCCCCCCCCCC1)=O.[N+](C1CCCCCCCCCCC1)([O-])=O.